From a dataset of Catalyst prediction with 721,799 reactions and 888 catalyst types from USPTO. Predict which catalyst facilitates the given reaction. (1) Reactant: [CH3:1][O:2][C:3]1[CH:8]=[CH:7][C:6]([C:9]#[C:10][CH2:11][CH2:12][OH:13])=[CH:5][C:4]=1[CH3:14]. Product: [CH3:1][O:2][C:3]1[CH:8]=[CH:7][C:6]([CH2:9][CH2:10][CH2:11][CH2:12][OH:13])=[CH:5][C:4]=1[CH3:14]. The catalyst class is: 43. (2) Reactant: CO[CH:3](OC)[CH:4]1[S:8][C:7]([C:9]2[NH:10][C:11]3[C:16]([CH:17]=2)=[CH:15][C:14]([O:18][CH2:19][CH2:20][O:21][CH3:22])=[CH:13][C:12]=3[N:23]([CH3:33])[S:24]([C:27]2[N:28]([CH3:32])[CH:29]=[CH:30][N:31]=2)(=[O:26])=[O:25])=[N:6][CH2:5]1.FC(F)(F)C(O)=O.S(=O)(=O)(O)O.[NH:48]1[CH2:53][CH2:52][O:51][CH2:50][CH2:49]1.C(O[BH-](OC(=O)C)OC(=O)C)(=O)C.[Na+]. Product: [CH3:22][O:21][CH2:20][CH2:19][O:18][C:14]1[CH:15]=[C:16]2[C:11](=[C:12]([N:23]([CH3:33])[S:24]([C:27]3[N:28]([CH3:32])[CH:29]=[CH:30][N:31]=3)(=[O:25])=[O:26])[CH:13]=1)[NH:10][C:9]([C:7]1[S:8][CH:4]([CH2:3][N:48]3[CH2:53][CH2:52][O:51][CH2:50][CH2:49]3)[CH2:5][N:6]=1)=[CH:17]2. The catalyst class is: 30. (3) Reactant: C(Cl)(=O)C.[CH3:5][C:6]1[C:7]([N:24]2[CH2:29][CH2:28][N:27]([CH3:30])[CH2:26][CH2:25]2)=[C:8]([CH2:15][NH:16]C(=O)OC(C)(C)C)[CH:9]=[C:10]([N+:12]([O-:14])=[O:13])[CH:11]=1. Product: [CH3:5][C:6]1[C:7]([N:24]2[CH2:25][CH2:26][N:27]([CH3:30])[CH2:28][CH2:29]2)=[C:8]([CH2:15][NH2:16])[CH:9]=[C:10]([N+:12]([O-:14])=[O:13])[CH:11]=1. The catalyst class is: 5. (4) The catalyst class is: 24. Reactant: [OH-:1].[K+].[OH:3][CH:4]([CH2:29][OH:30])[CH2:5][NH:6][C:7](=[O:28])[C:8]1[C:21]([I:22])=[C:20]([NH:23][CH:24]=[O:25])[C:19]([I:26])=[C:10]([C:11]([NH:13][CH2:14][CH:15]([OH:18])[CH2:16][OH:17])=[O:12])[C:9]=1[I:27].B(O)(O)O.[CH2:35]1[O:37][CH:36]1[CH:38]1[O:40][CH2:39]1.Cl. Product: [OH:40][CH:38]([CH:36]([OH:37])[CH2:35][N:23]([C:20]1[C:21]([I:22])=[C:8]([C:7]([NH:6][CH2:5][CH:4]([OH:3])[CH2:29][OH:30])=[O:28])[C:9]([I:27])=[C:10]([C:19]=1[I:26])[C:11]([NH:13][CH2:14][CH:15]([OH:18])[CH2:16][OH:17])=[O:12])[CH:24]=[O:1])[CH2:39][N:23]([C:20]1[C:19]([I:26])=[C:10]([C:11]([NH:13][CH2:14][CH:15]([OH:18])[CH2:16][OH:17])=[O:12])[C:9]([I:27])=[C:8]([C:21]=1[I:22])[C:7]([NH:6][CH2:5][CH:4]([OH:3])[CH2:29][OH:30])=[O:28])[CH:24]=[O:25].